The task is: Predict the reaction yield, written as a fraction of the theoretical maximum amount of product (1.0 means a 100% yield; for example, 0.34 means a 34% yield).. This data is from Reaction yield outcomes from USPTO patents with 853,638 reactions. (1) The reactants are Cl[C:2]1[C:3]([NH:12][S:13]([C:16]2[S:20][C:19]([C:21]([O:23][CH3:24])=[O:22])=[CH:18][C:17]=2[CH3:25])(=[O:15])=[O:14])=[N:4][C:5]2[C:10]([N:11]=1)=[CH:9][CH:8]=[CH:7][CH:6]=2.[CH3:26][O:27][C:28]1[CH:29]=[C:30]([CH:32]=[C:33]([O:35][CH3:36])[CH:34]=1)[NH2:31]. The catalyst is CCO. The product is [CH3:36][O:35][C:33]1[CH:32]=[C:30]([NH:31][C:2]2[C:3]([NH:12][S:13]([C:16]3[S:20][C:19]([C:21]([O:23][CH3:24])=[O:22])=[CH:18][C:17]=3[CH3:25])(=[O:14])=[O:15])=[N:4][C:5]3[C:10]([N:11]=2)=[CH:9][CH:8]=[CH:7][CH:6]=3)[CH:29]=[C:28]([O:27][CH3:26])[CH:34]=1. The yield is 0.800. (2) The reactants are [Br:1][C:2]1[CH:3]=[CH:4][C:5]([F:18])=[C:6]([C:8]2[S:9][CH:10]=[C:11]([C:13]([O:15]CC)=[O:14])[N:12]=2)[CH:7]=1.[OH-].[Li+]. The catalyst is CO.O. The product is [Br:1][C:2]1[CH:3]=[CH:4][C:5]([F:18])=[C:6]([C:8]2[S:9][CH:10]=[C:11]([C:13]([OH:15])=[O:14])[N:12]=2)[CH:7]=1. The yield is 0.890. (3) The reactants are [H-].[Na+].C[O:4][C:5](=O)[C:6]([CH3:27])([CH3:26])[CH2:7][O:8][Si:9]([C:22]([CH3:25])([CH3:24])[CH3:23])([C:16]1[CH:21]=[CH:20][CH:19]=[CH:18][CH:17]=1)[C:10]1[CH:15]=[CH:14][CH:13]=[CH:12][CH:11]=1.[C:29](#[N:31])[CH3:30].Cl. The catalyst is C1(C)C=CC=CC=1. The product is [C:22]([Si:9]([C:10]1[CH:15]=[CH:14][CH:13]=[CH:12][CH:11]=1)([C:16]1[CH:21]=[CH:20][CH:19]=[CH:18][CH:17]=1)[O:8][CH2:7][C:6]([CH3:27])([CH3:26])[C:5](=[O:4])[CH2:30][C:29]#[N:31])([CH3:25])([CH3:23])[CH3:24]. The yield is 0.250. (4) The reactants are [CH3:1][N:2]1[C:10]2[C:5](=[CH:6][CH:7]=[CH:8][CH:9]=2)[CH:4]=[C:3]1[C:11]([OH:13])=O.[NH2:14][C@H:15]([C:20]([NH:22][C@H:23]([CH:36]=[O:37])[CH2:24][C:25](=[N:31][NH:32][C:33]([NH2:35])=[O:34])[O:26][C:27]([CH3:30])([CH3:29])[CH3:28])=[O:21])[CH2:16][CH:17]([CH3:19])[CH3:18].CCN=C=NCCCN(C)C.CCOCC. The catalyst is C(Cl)Cl.CN(C1C=CN=CC=1)C. The product is [CH3:1][N:2]1[C:10]2[C:5](=[CH:6][CH:7]=[CH:8][CH:9]=2)[CH:4]=[C:3]1[C:11]([NH:14][C@H:15]([C:20]([NH:22][C@H:23]([CH:36]=[O:37])[CH2:24][C:25](=[N:31][NH:32][C:33]([NH2:35])=[O:34])[O:26][C:27]([CH3:29])([CH3:28])[CH3:30])=[O:21])[CH2:16][CH:17]([CH3:18])[CH3:19])=[O:13]. The yield is 0.800.